This data is from CYP3A4 inhibition data for predicting drug metabolism from PubChem BioAssay. The task is: Regression/Classification. Given a drug SMILES string, predict its absorption, distribution, metabolism, or excretion properties. Task type varies by dataset: regression for continuous measurements (e.g., permeability, clearance, half-life) or binary classification for categorical outcomes (e.g., BBB penetration, CYP inhibition). Dataset: cyp3a4_veith. (1) The molecule is O=C(c1ccccc1)c1ccc(OCCn2cnc3ccccc3c2=O)cc1. The result is 0 (non-inhibitor). (2) The drug is COc1ccc(Cc2c(N)nc(N)nc2N)cc1. The result is 0 (non-inhibitor). (3) The compound is CC(C)(C)NC[C@H](O)c1ccccc1Cl. The result is 0 (non-inhibitor). (4) The drug is CCn1c(SCC(=O)N2CCCCC2)nc(O)cc1=O. The result is 0 (non-inhibitor). (5) The drug is CCc1c2c(nc3cccc(C(C)C)c13)-c1cccc(=O)n1C2. The result is 1 (inhibitor). (6) The molecule is Cc1ccc2c(c1)NC(=O)c1cccnc1N2. The result is 0 (non-inhibitor). (7) The result is 1 (inhibitor). The drug is CCOc1ccc(Cc2nccc3cc(OCC)c(OCC)cc23)cc1OCC. (8) The molecule is CCCCC[C@H](O)c1cccc(OCc2ccc3ccccc3n2)c1. The result is 1 (inhibitor). (9) The drug is Br.C/C(=N/NC1=NCCN1)c1cn(C2=NCCN2)nc1C. The result is 0 (non-inhibitor).